Dataset: Catalyst prediction with 721,799 reactions and 888 catalyst types from USPTO. Task: Predict which catalyst facilitates the given reaction. (1) Reactant: [C:1]([N:4]1[CH2:9][CH2:8][N:7]([CH2:10][CH2:11][CH2:12][O:13][C:14]2[CH:23]=[C:22]3[C:17]([C:18](Cl)=[N:19][CH:20]=[N:21]3)=[CH:16][C:15]=2[O:25][CH3:26])[CH2:6][CH2:5]1)(=[O:3])[CH3:2].[OH:27][C:28]1[CH:29]=[C:30]2[C:34](=[CH:35][CH:36]=1)[NH:33][N:32]=[CH:31]2.C(=O)([O-])[O-].[Cs+].[Cs+]. Product: [C:1]([N:4]1[CH2:9][CH2:8][N:7]([CH2:10][CH2:11][CH2:12][O:13][C:14]2[CH:23]=[C:22]3[C:17]([C:18]([O:27][C:28]4[CH:29]=[C:30]5[C:34](=[CH:35][CH:36]=4)[NH:33][N:32]=[CH:31]5)=[N:19][CH:20]=[N:21]3)=[CH:16][C:15]=2[O:25][CH3:26])[CH2:6][CH2:5]1)(=[O:3])[CH3:2]. The catalyst class is: 21. (2) Reactant: [C:1]12([O:8][C:9](=[O:50])[C@@H:10]([NH:42]C(OC(C)(C)C)=O)[CH2:11][CH2:12][O:13][C:14]3[CH:23]=[C:22]4[C:17]([C:18]([O:24][C:25]5[CH:30]=[CH:29][C:28]([NH:31][C:32](=[O:39])[C:33]6[CH:38]=[CH:37][CH:36]=[CH:35][CH:34]=6)=[CH:27][CH:26]=5)=[CH:19][CH:20]=[N:21]4)=[CH:16][C:15]=3[O:40][CH3:41])[CH2:7][CH:4]([CH2:5][CH2:6]1)[CH2:3][CH2:2]2.Cl. Product: [C:1]12([O:8][C:9](=[O:50])[C@@H:10]([NH2:42])[CH2:11][CH2:12][O:13][C:14]3[CH:23]=[C:22]4[C:17]([C:18]([O:24][C:25]5[CH:26]=[CH:27][C:28]([NH:31][C:32](=[O:39])[C:33]6[CH:34]=[CH:35][CH:36]=[CH:37][CH:38]=6)=[CH:29][CH:30]=5)=[CH:19][CH:20]=[N:21]4)=[CH:16][C:15]=3[O:40][CH3:41])[CH2:7][CH:4]([CH2:5][CH2:6]1)[CH2:3][CH2:2]2. The catalyst class is: 12. (3) Reactant: Cl[C:2]1[N:6]([CH2:7][O:8][CH2:9][CH2:10][O:11][CH3:12])[C:5]2[CH:13]=[C:14]([Cl:19])[C:15]([Cl:18])=[C:16]([Cl:17])[C:4]=2[N:3]=1.C([O-])([O-])=O.[Cs+].[Cs+].[CH2:26]([O:28][C:29]([C:31]1[CH:32]=[N:33][NH:34][CH:35]=1)=[O:30])[CH3:27].CN(C=O)C. Product: [CH2:26]([O:28][C:29]([C:31]1[CH:32]=[N:33][N:34]([C:2]2[N:6]([CH2:7][O:8][CH2:9][CH2:10][O:11][CH3:12])[C:5]3[CH:13]=[C:14]([Cl:19])[C:15]([Cl:18])=[C:16]([Cl:17])[C:4]=3[N:3]=2)[CH:35]=1)=[O:30])[CH3:27]. The catalyst class is: 25. (4) Reactant: C1C2C(COC([N:18]3[CH2:23][CH2:22][N:21]([C:24]([O:26][C:27]([CH3:30])([CH3:29])[CH3:28])=[O:25])[CH2:20][CH:19]3[C:31]([OH:33])=O)=O)C3C(=CC=CC=3)C=2C=CC=1.[Cl:34][C:35]1[CH:36]=[C:37]([CH:42]=[CH:43][CH:44]=1)[C:38]([NH:40]O)=[NH:39].C1C=CC2N(O)N=NC=2C=1.CCN=C=NCCCN(C)C. Product: [C:27]([O:26][C:24]([N:21]1[CH2:22][CH2:23][NH:18][CH:19]([C:31]2[O:33][N:40]=[C:38]([C:37]3[CH:42]=[CH:43][CH:44]=[C:35]([Cl:34])[CH:36]=3)[N:39]=2)[CH2:20]1)=[O:25])([CH3:28])([CH3:29])[CH3:30]. The catalyst class is: 39. (5) Reactant: [CH3:1][O:2][C:3](=[O:9])[C@H:4]([C@@H:6]([CH3:8])[OH:7])[NH2:5].CCN(C(C)C)C(C)C.[C:19]1([C:25]#[C:26][C:27]2[CH:35]=[CH:34][C:30]([C:31](O)=[O:32])=[CH:29][CH:28]=2)[CH:24]=[CH:23][CH:22]=[CH:21][CH:20]=1. Product: [CH3:1][O:2][C:3](=[O:9])[CH:4]([NH:5][C:31](=[O:32])[C:30]1[CH:34]=[CH:35][C:27]([C:26]#[C:25][C:19]2[CH:20]=[CH:21][CH:22]=[CH:23][CH:24]=2)=[CH:28][CH:29]=1)[CH:6]([OH:7])[CH3:8]. The catalyst class is: 31.